From a dataset of Catalyst prediction with 721,799 reactions and 888 catalyst types from USPTO. Predict which catalyst facilitates the given reaction. (1) Reactant: Cl[C:2]1[C:11]2[C:6](=[CH:7][C:8]([Cl:12])=[CH:9][CH:10]=2)[N:5]=[C:4]([C:13]2[CH:18]=[CH:17][CH:16]=[CH:15][C:14]=2[F:19])[C:3]=1[CH3:20].[O:21]1[CH2:26][CH2:25][N:24]([C:27]2[CH:32]=[CH:31][C:30]([N:33]3[CH2:38][CH2:37][O:36][CH2:35][CH2:34]3)=[CH:29][C:28]=2[NH2:39])[CH2:23][CH2:22]1.Cl.O1CCOCC1. Product: [Cl:12][C:8]1[CH:7]=[C:6]2[C:11]([C:2]([NH:39][C:28]3[CH:29]=[C:30]([N:33]4[CH2:38][CH2:37][O:36][CH2:35][CH2:34]4)[CH:31]=[CH:32][C:27]=3[N:24]3[CH2:23][CH2:22][O:21][CH2:26][CH2:25]3)=[C:3]([CH3:20])[C:4]([C:13]3[CH:18]=[CH:17][CH:16]=[CH:15][C:14]=3[F:19])=[N:5]2)=[CH:10][CH:9]=1. The catalyst class is: 5. (2) Reactant: [Cl-:1].[NH4+:2].C[Al](C)C.[F:7][C:8]1[CH:15]=[CH:14][CH:13]=[CH:12][C:9]=1[C:10]#[N:11]. Product: [ClH:1].[F:7][C:8]1[CH:15]=[CH:14][CH:13]=[CH:12][C:9]=1[C:10](=[NH:2])[NH2:11]. The catalyst class is: 11. (3) Reactant: Br[C:2]1[N:3]([C:29]2[CH:34]=[CH:33][CH:32]=[CH:31][CH:30]=2)[C:4]2[N:5]=[C:6]([C:19]3[CH:24]=[CH:23][C:22]([C:25]([F:28])([F:27])[F:26])=[CH:21][CH:20]=3)[N:7]([C:12]3[CH:17]=[CH:16][C:15]([Cl:18])=[CH:14][CH:13]=3)[C:8](=[O:11])[C:9]=2[N:10]=1.[C-:35]#[N:36].[K+].C1OCCOCCOCCOCCOCCOC1. Product: [Cl:18][C:15]1[CH:16]=[CH:17][C:12]([N:7]2[C:8](=[O:11])[C:9]3[N:10]=[C:2]([C:35]#[N:36])[N:3]([C:29]4[CH:34]=[CH:33][CH:32]=[CH:31][CH:30]=4)[C:4]=3[N:5]=[C:6]2[C:19]2[CH:24]=[CH:23][C:22]([C:25]([F:26])([F:27])[F:28])=[CH:21][CH:20]=2)=[CH:13][CH:14]=1. The catalyst class is: 10. (4) Product: [C:1]([C:3]1[CH:8]=[CH:7][C:6]([CH:9]([N:13]2[CH:17]=[CH:16][N:15]=[C:14]2[CH3:18])[CH2:10][CH2:11][CH2:12][OH:30])=[CH:5][C:4]=1[F:19])#[N:2]. The catalyst class is: 1. Reactant: [C:1]([C:3]1[CH:8]=[CH:7][C:6]([CH:9]([N:13]2[CH:17]=[CH:16][N:15]=[C:14]2[CH3:18])[CH2:10][CH:11]=[CH2:12])=[CH:5][C:4]=1[F:19])#[N:2].C12BC(CCC1)CCC2.C([O-])(O)=[O:30].[Na+].OO. (5) Reactant: [O:1]=[C:2]1[N:11]([NH:12][S:13]([CH3:16])(=[O:15])=[O:14])[C:10](=[O:17])[C:9]2[C:4](=[CH:5][C:6]([C:23]([F:26])([F:25])[F:24])=[C:7]([N:18]3[CH:22]=[N:21][N:20]=[CH:19]3)[CH:8]=2)[NH:3]1.[CH3:27][CH:28]([CH3:33])[CH2:29][C:30](Cl)=[O:31]. Product: [O:1]=[C:2]1[N:11]([N:12]([C:30](=[O:31])[CH2:29][CH:28]([CH3:33])[CH3:27])[S:13]([CH3:16])(=[O:15])=[O:14])[C:10](=[O:17])[C:9]2[C:4](=[CH:5][C:6]([C:23]([F:26])([F:25])[F:24])=[C:7]([N:18]3[CH:22]=[N:21][N:20]=[CH:19]3)[CH:8]=2)[NH:3]1. The catalyst class is: 17. (6) Reactant: [CH2:1]([C:4]1[S:5][C:6]2[C:15]3[CH:14]=[CH:13][CH:12]=[CH:11][C:10]=3[N:9]=[C:8]([NH2:16])[C:7]=2[N:17]=1)[CH2:2][CH3:3].C(O)(=O)C.[Br:22]Br. Product: [Br:22][C:13]1[CH:12]=[CH:11][C:10]2[N:9]=[C:8]([NH2:16])[C:7]3[N:17]=[C:4]([CH2:1][CH2:2][CH3:3])[S:5][C:6]=3[C:15]=2[CH:14]=1. The catalyst class is: 6.